This data is from Forward reaction prediction with 1.9M reactions from USPTO patents (1976-2016). The task is: Predict the product of the given reaction. (1) The product is: [Br:1][C:2]1[CH:3]=[C:4]2[C:9](=[CH:10][CH:11]=1)[O:8][C:7](=[O:12])[CH:6]=[C:5]2[O:13][S:23]([C:22]([F:35])([F:34])[F:21])(=[O:25])=[O:24]. Given the reactants [Br:1][C:2]1[CH:3]=[C:4]2[C:9](=[CH:10][CH:11]=1)[O:8][C:7](=[O:12])[CH:6]=[C:5]2[OH:13].C(N(CC)CC)C.[F:21][C:22]([F:35])([F:34])[S:23](O[S:23]([C:22]([F:35])([F:34])[F:21])(=[O:25])=[O:24])(=[O:25])=[O:24].C(OCC)C, predict the reaction product. (2) Given the reactants [C:1]12([NH2:11])[CH2:10][CH:5]3[CH2:6][CH:7]([CH2:9][CH:3]([CH2:4]3)[CH2:2]1)[CH2:8]2.[OH:12][C:13]1[CH:20]=[CH:19][CH:18]=[CH:17][C:14]=1[CH:15]=O, predict the reaction product. The product is: [C:1]12([NH:11][CH2:15][C:14]3[CH:17]=[CH:18][CH:19]=[CH:20][C:13]=3[OH:12])[CH2:8][CH:7]3[CH2:6][CH:5]([CH2:4][CH:3]([CH2:9]3)[CH2:2]1)[CH2:10]2. (3) Given the reactants C([O:8][C:9]1[C:10]([Cl:24])=[CH:11][C:12]([Cl:23])=[C:13]2[C:18]=1[N:17]=[C:16]([CH2:19][N:20]([CH3:22])[CH3:21])[CH:15]=[N:14]2)C1C=CC=CC=1, predict the reaction product. The product is: [ClH:23].[Cl:24][C:10]1[CH:11]=[C:12]([Cl:23])[C:13]2[N:14]=[CH:15][C:16]([CH2:19][N:20]([CH3:21])[CH3:22])=[N:17][C:18]=2[C:9]=1[OH:8]. (4) Given the reactants [CH3:1][O:2][CH2:3][C:4](=[CH2:9])[C:5]([O:7][CH3:8])=[O:6].CO[CH2:12][N:13]([CH2:19][C:20]1[CH:25]=[CH:24][CH:23]=[CH:22][CH:21]=1)[CH2:14][Si](C)(C)C.FC(F)(F)C(O)=O, predict the reaction product. The product is: [CH3:8][O:7][C:5]([C:4]1([CH2:3][O:2][CH3:1])[CH2:9][CH2:12][N:13]([CH2:19][C:20]2[CH:21]=[CH:22][CH:23]=[CH:24][CH:25]=2)[CH2:14]1)=[O:6]. (5) Given the reactants C(N(CC)CC)C.Cl.[F:9][C:10]1[CH:11]=[C:12]([CH:27]=[C:28]([C:30]2[CH:35]=[CH:34][N:33]=[CH:32][CH:31]=2)[CH:29]=1)/[CH:13]=[CH:14]/[C:15]1[CH:20]=[CH:19][C:18]([N:21]2[CH2:26][CH2:25][NH:24][CH2:23][CH2:22]2)=[CH:17][CH:16]=1.[CH:36]1([S:39](Cl)(=[O:41])=[O:40])[CH2:38][CH2:37]1, predict the reaction product. The product is: [CH:36]1([S:39]([N:24]2[CH2:23][CH2:22][N:21]([C:18]3[CH:19]=[CH:20][C:15](/[CH:14]=[CH:13]/[C:12]4[CH:27]=[C:28]([C:30]5[CH:31]=[CH:32][N:33]=[CH:34][CH:35]=5)[CH:29]=[C:10]([F:9])[CH:11]=4)=[CH:16][CH:17]=3)[CH2:26][CH2:25]2)(=[O:41])=[O:40])[CH2:38][CH2:37]1. (6) Given the reactants [C:9](O[C:9]([O:11][C:12]([CH3:15])([CH3:14])[CH3:13])=[O:10])([O:11][C:12]([CH3:15])([CH3:14])[CH3:13])=[O:10].C(N(CC)CC)C.[NH2:23][C@@H:24]1[CH2:29][CH2:28][CH2:27][CH2:26][C@H:25]1[C:30]([OH:32])=[O:31], predict the reaction product. The product is: [C:12]([O:11][C:9]([NH:23][C@@H:24]1[CH2:29][CH2:28][CH2:27][CH2:26][C@H:25]1[C:30]([OH:32])=[O:31])=[O:10])([CH3:13])([CH3:14])[CH3:15]. (7) Given the reactants [CH3:1][O:2][C:3]1[C:8]([C:9](=[O:18])[CH2:10][C:11](=[O:17])SC(C)(C)C)=[CH:7][CH:6]=[CH:5][N:4]=1.[Cl:19][C:20]1[CH:25]=[CH:24][C:23]([CH:26]([NH:30][C:31]2[CH:36]=[C:35]([CH3:37])[C:34](=[O:38])[N:33]([CH3:39])[CH:32]=2)[C:27]([O-:29])=[O:28])=[CH:22][CH:21]=1.[CH3:40][CH2:41]OC(C)=O, predict the reaction product. The product is: [Cl:19][C:20]1[CH:21]=[CH:22][C:23]([CH:26]([N:30]([C:31]2[CH:36]=[C:35]([CH3:37])[C:34](=[O:38])[N:33]([CH3:39])[CH:32]=2)[C:11](=[O:17])[CH2:10][C:9]([C:8]2[C:3]([O:2][CH3:1])=[N:4][CH:5]=[CH:6][CH:7]=2)=[O:18])[C:27]([O:29][CH2:40][CH3:41])=[O:28])=[CH:24][CH:25]=1.